Dataset: Peptide-MHC class I binding affinity with 185,985 pairs from IEDB/IMGT. Task: Regression. Given a peptide amino acid sequence and an MHC pseudo amino acid sequence, predict their binding affinity value. This is MHC class I binding data. The peptide sequence is AHISSEATTPV. The MHC is Mamu-A11 with pseudo-sequence Mamu-A11. The binding affinity (normalized) is 0.374.